This data is from Full USPTO retrosynthesis dataset with 1.9M reactions from patents (1976-2016). The task is: Predict the reactants needed to synthesize the given product. (1) Given the product [N:1]1([CH2:6][CH2:7][C:8]2[CH:13]=[CH:12][N:11]=[CH:10][C:9]=2[NH2:14])[CH2:5][CH2:4][CH2:3][CH2:2]1, predict the reactants needed to synthesize it. The reactants are: [N:1]1([CH2:6][CH2:7][C:8]2[CH:13]=[CH:12][N:11]=[CH:10][C:9]=2[NH:14]C(=O)OC(C)(C)C)[CH2:5][CH2:4][CH2:3][CH2:2]1.FC(F)(F)C(O)=O. (2) Given the product [CH:20]1([C:26]2[C:34]3[C:29](=[CH:30][C:31]([C:35]([O:37][CH3:2])=[O:36])=[CH:32][CH:33]=3)[NH:28][CH:27]=2)[CH2:25][CH2:24][CH2:23][CH2:22][CH2:21]1, predict the reactants needed to synthesize it. The reactants are: N1C2C(=CC=C(C(O)=O)C=2)C=[CH:2]1.C1(=O)CCCCC1.[C:20]1([C:26]2[C:34]3[C:29](=[CH:30][C:31]([C:35]([OH:37])=[O:36])=[CH:32][CH:33]=3)[NH:28][CH:27]=2)[CH2:25][CH2:24][CH2:23][CH2:22][CH:21]=1. (3) Given the product [F:1][C:2]1[CH:24]=[CH:23][C:5]([O:6][C:7]2[CH:12]=[CH:11][C:10]([C:13]3[CH:14]=[C:15]([CH:19]=[C:20]([CH3:22])[N:21]=3)[C:16]([Cl:27])=[O:17])=[CH:9][CH:8]=2)=[CH:4][CH:3]=1, predict the reactants needed to synthesize it. The reactants are: [F:1][C:2]1[CH:24]=[CH:23][C:5]([O:6][C:7]2[CH:12]=[CH:11][C:10]([C:13]3[CH:14]=[C:15]([CH:19]=[C:20]([CH3:22])[N:21]=3)[C:16](O)=[O:17])=[CH:9][CH:8]=2)=[CH:4][CH:3]=1.S(Cl)([Cl:27])=O. (4) Given the product [CH3:1][O:2][C:3]1[CH:39]=[CH:38][C:6]([CH2:7][N:8]([CH2:29][C:30]2[CH:35]=[CH:34][C:33]([O:36][CH3:37])=[CH:32][CH:31]=2)[C:9]2[C:14]([Cl:15])=[C:13]([N:16]3[CH2:27][CH2:26][C:19]4([C:23](=[O:24])[NH:22][C:21](=[O:25])[CH2:20]4)[CH2:18][CH2:17]3)[C:12]([C:49]3[CH:48]=[CH:47][C:46]([C:44]4[CH:43]=[N:42][N:41]([CH3:40])[CH:45]=4)=[CH:51][CH:50]=3)=[CH:11][N:10]=2)=[CH:5][CH:4]=1, predict the reactants needed to synthesize it. The reactants are: [CH3:1][O:2][C:3]1[CH:39]=[CH:38][C:6]([CH2:7][N:8]([CH2:29][C:30]2[CH:35]=[CH:34][C:33]([O:36][CH3:37])=[CH:32][CH:31]=2)[C:9]2[C:14]([Cl:15])=[C:13]([N:16]3[CH2:27][CH2:26][C:19]4([C:23](=[O:24])[NH:22][C:21](=[O:25])[CH2:20]4)[CH2:18][CH2:17]3)[C:12](Br)=[CH:11][N:10]=2)=[CH:5][CH:4]=1.[CH3:40][N:41]1[CH:45]=[C:44]([C:46]2[CH:51]=[CH:50][C:49](B3OC(C)(C)C(C)(C)O3)=[CH:48][CH:47]=2)[CH:43]=[N:42]1.C(Cl)Cl.C(=O)([O-])[O-].[Na+].[Na+]. (5) The reactants are: [NH2:1][C:2]1[N:3]=[C:4]([Cl:28])[C:5]2=[C:6]([N:8]([CH2:21][C:22]3[CH:27]=[CH:26][N:25]=[CH:24][CH:23]=3)[C:9](=[O:20])/[C:10]/2=[CH:11]\[C:12]2[NH:16][CH:15]=[C:14]([C:17](O)=[O:18])[CH:13]=2)[N:7]=1.F[P-](F)(F)(F)(F)F.N1(O[P+](N(C)C)(N(C)C)N(C)C)C2C=CC=CC=2N=N1.CCN(C(C)C)C(C)C.[CH2:65]([N:67]([CH2:71][CH3:72])[CH2:68][CH2:69][NH2:70])[CH3:66]. Given the product [NH2:1][C:2]1[N:3]=[C:4]([Cl:28])[C:5]2=[C:6]([N:8]([CH2:21][C:22]3[CH:23]=[CH:24][N:25]=[CH:26][CH:27]=3)[C:9](=[O:20])/[C:10]/2=[CH:11]\[C:12]2[NH:16][CH:15]=[C:14]([C:17]([NH:70][CH2:69][CH2:68][N:67]([CH2:71][CH3:72])[CH2:65][CH3:66])=[O:18])[CH:13]=2)[N:7]=1, predict the reactants needed to synthesize it. (6) Given the product [C:25]1([C:34]2[CH:39]=[CH:38][CH:37]=[CH:36][CH:35]=2)[CH:30]=[CH:29][CH:28]=[C:27]([C:31]([N:15]=[N+:16]=[N-:17])=[O:32])[CH:26]=1, predict the reactants needed to synthesize it. The reactants are: C1(P([N:15]=[N+:16]=[N-:17])(C2C=CC=CC=2)=O)C=CC=CC=1.C(N(CC)CC)C.[C:25]1([C:34]2[CH:39]=[CH:38][CH:37]=[CH:36][CH:35]=2)[CH:30]=[CH:29][CH:28]=[C:27]([C:31](O)=[O:32])[CH:26]=1.